Dataset: Blood-brain barrier permeability classification from the B3DB database. Task: Regression/Classification. Given a drug SMILES string, predict its absorption, distribution, metabolism, or excretion properties. Task type varies by dataset: regression for continuous measurements (e.g., permeability, clearance, half-life) or binary classification for categorical outcomes (e.g., BBB penetration, CYP inhibition). Dataset: b3db_classification. The compound is CCCCC(C)C. The result is 1 (penetrates BBB).